Dataset: Reaction yield outcomes from USPTO patents with 853,638 reactions. Task: Predict the reaction yield, written as a fraction of the theoretical maximum amount of product (1.0 means a 100% yield; for example, 0.34 means a 34% yield). (1) The reactants are [O:1]1[CH2:6][CH2:5][CH2:4][O:3][CH:2]1[C:7]1[N:11]([CH3:12])[C:10]([C:13]2[S:21][C:20]3[C:15](=[N:16][CH:17]=[CH:18][C:19]=3Cl)[CH:14]=2)=[N:9][CH:8]=1.[F:23][C:24]1[CH:29]=[C:28]([N+:30]([O-:32])=[O:31])[CH:27]=[CH:26][C:25]=1[OH:33].C([O-])(O)=O.[Na+]. The catalyst is O(C1C=CC=CC=1)C1C=CC=CC=1.C(Cl)Cl. The product is [O:1]1[CH2:6][CH2:5][CH2:4][O:3][CH:2]1[C:7]1[N:11]([CH3:12])[C:10]([C:13]2[S:21][C:20]3[C:15](=[N:16][CH:17]=[CH:18][C:19]=3[O:33][C:25]3[CH:26]=[CH:27][C:28]([N+:30]([O-:32])=[O:31])=[CH:29][C:24]=3[F:23])[CH:14]=2)=[N:9][CH:8]=1. The yield is 0.310. (2) The reactants are CS(O[CH2:6][CH2:7][CH:8]([NH:16][C:17]([O:19][C:20]([CH3:23])([CH3:22])[CH3:21])=[O:18])[C:9]1[CH:14]=[CH:13][C:12]([Cl:15])=[CH:11][CH:10]=1)(=O)=O.C1COCC1.[CH3:29][NH:30][CH3:31]. The catalyst is [I-].C([N+](CCCC)(CCCC)CCCC)CCC. The yield is 0.840. The product is [Cl:15][C:12]1[CH:13]=[CH:14][C:9]([CH:8]([NH:16][C:17](=[O:18])[O:19][C:20]([CH3:23])([CH3:22])[CH3:21])[CH2:7][CH2:6][N:30]([CH3:31])[CH3:29])=[CH:10][CH:11]=1. (3) The reactants are [C@@H:1]1([NH:10][C:11]2[N:19]=[CH:18][N:17]=[C:16]3[C:12]=2[N:13]=[CH:14][N:15]3[C@H:20]2[C@:24]([CH3:26])([OH:25])[C@H:23]([OH:27])[C@@H:22]([CH2:28][OH:29])[O:21]2)[C:9]2[C:4](=[CH:5][CH:6]=[CH:7][CH:8]=2)[CH2:3][CH2:2]1.O.[C:31]1(C)[CH:36]=CC(S(O)(=O)=O)=C[CH:32]=1.COC(OC)(C)C.CO. The catalyst is CC(C)=O.C(Cl)(Cl)Cl. The product is [C@@H:1]1([NH:10][C:11]2[N:19]=[CH:18][N:17]=[C:16]3[C:12]=2[N:13]=[CH:14][N:15]3[C@H:20]2[C@:24]3([CH3:26])[O:25][C:31]([CH3:36])([CH3:32])[O:27][C@@H:23]3[C@@H:22]([CH2:28][OH:29])[O:21]2)[C:9]2[C:4](=[CH:5][CH:6]=[CH:7][CH:8]=2)[CH2:3][CH2:2]1. The yield is 0.670.